This data is from Catalyst prediction with 721,799 reactions and 888 catalyst types from USPTO. The task is: Predict which catalyst facilitates the given reaction. (1) Reactant: Cl[C:2]1[N:11]([CH2:12][CH2:13][CH2:14][S:15]([CH3:18])(=[O:17])=[O:16])[C:10](=[O:19])[C:9]2[C:4](=[C:5]([I:20])[CH:6]=[CH:7][CH:8]=2)[N:3]=1.[C:21]([NH2:25])([CH3:24])([CH3:23])[CH3:22]. Product: [C:21]([NH:25][C:2]1[N:11]([CH2:12][CH2:13][CH2:14][S:15]([CH3:18])(=[O:17])=[O:16])[C:10](=[O:19])[C:9]2[C:4](=[C:5]([I:20])[CH:6]=[CH:7][CH:8]=2)[N:3]=1)([CH3:24])([CH3:23])[CH3:22]. The catalyst class is: 58. (2) Reactant: [NH2:1][C:2]([NH2:4])=[S:3].[Br:5][CH2:6][C:7]1[CH:12]=[C:11]([F:13])[CH:10]=[CH:9][C:8]=1[S:14][C:15]1[CH:20]=[CH:19][C:18]([F:21])=[CH:17][C:16]=1[CH2:22]Br. Product: [BrH:5].[BrH:5].[C:2]([S:3][CH2:6][C:7]1[CH:12]=[C:11]([F:13])[CH:10]=[CH:9][C:8]=1[S:14][C:15]1[CH:20]=[CH:19][C:18]([F:21])=[CH:17][C:16]=1[CH2:22][S:3][C:2](=[NH:1])[NH2:4])(=[NH:4])[NH2:1]. The catalyst class is: 8.